From a dataset of Full USPTO retrosynthesis dataset with 1.9M reactions from patents (1976-2016). Predict the reactants needed to synthesize the given product. (1) Given the product [CH3:17][O:18][C:19](=[O:20])[CH2:21][CH2:3][C:5]1[C:6]([CH3:15])=[C:7]2[N:12]([CH:13]=1)[N:11]=[CH:10][N:9]=[C:8]2[OH:14], predict the reactants needed to synthesize it. The reactants are: CO[C:3]([C:5]1[C:6]([CH3:15])=[C:7]2[N:12]([CH:13]=1)[N:11]=[CH:10][NH:9][C:8]2=[O:14])=O.C[CH2:17][O:18][C:19]([CH3:21])=[O:20].CO.C1COCC1.CC(O)=O. (2) Given the product [CH3:17][C:4]1[C:5]2[N:6]([C:8]([C:11]3[CH:12]=[CH:13][CH:14]=[CH:15][CH:16]=3)=[N:9][N:10]=2)[N:7]=[CH:2][CH:3]=1, predict the reactants needed to synthesize it. The reactants are: Cl[C:2]1[CH:3]=[C:4]([CH3:17])[C:5]2[N:6]([C:8]([C:11]3[CH:16]=[CH:15][CH:14]=[CH:13][CH:12]=3)=[N:9][N:10]=2)[N:7]=1.N. (3) Given the product [C:20]([C:17]1[N:18]=[N:19][C:14]([N:13]([CH2:12][C:8]2([C:3]3[C:2]([F:1])=[CH:7][CH:6]=[CH:5][N:4]=3)[CH2:9][CH2:10][CH2:11]2)[C:22](=[O:23])[O:24][C:25]([CH3:28])([CH3:27])[CH3:26])=[CH:15][CH:16]=1)#[N:21], predict the reactants needed to synthesize it. The reactants are: [F:1][C:2]1[C:3]([C:8]2([CH2:12][NH:13][C:14]3[N:19]=[N:18][C:17]([C:20]#[N:21])=[CH:16][CH:15]=3)[CH2:11][CH2:10][CH2:9]2)=[N:4][CH:5]=[CH:6][CH:7]=1.[C:22](O[C:22]([O:24][C:25]([CH3:28])([CH3:27])[CH3:26])=[O:23])([O:24][C:25]([CH3:28])([CH3:27])[CH3:26])=[O:23]. (4) Given the product [C:1]([C@@H:4]1[CH:21]2[C@:16]([CH3:23])([CH2:17][CH2:18][C:19](=[O:22])[CH2:20]2)[C@@H:15]2[C@H:6]([C@H:7]3[C@@:11]([CH2:13][CH2:14]2)([CH3:12])[C:10](=[O:24])[CH2:9][CH2:8]3)[CH2:5]1)(=[O:2])[NH2:25], predict the reactants needed to synthesize it. The reactants are: [C:1]([C@@H:4]1[CH:21]2[C@:16]([CH3:23])([CH2:17][CH2:18][C:19](=[O:22])[CH2:20]2)[C@@H:15]2[C@H:6]([C@H:7]3[C@@:11]([CH2:13][CH2:14]2)([CH3:12])[C:10](=[O:24])[CH2:9][CH2:8]3)[CH2:5]1)(O)=[O:2].[NH3:25]. (5) Given the product [OH:2][C@:3]1([C@@H:24]2[CH2:28][S:27][C:26](=[O:29])[NH:25]2)[CH2:8][C@H:7]([O:9][C:10](=[O:18])/[CH:11]=[C:12](/[CH3:17])\[CH2:13][CH2:14][CH:15]=[CH2:16])[CH2:6][C@@H:5]([CH2:19][CH2:20][CH2:21][CH:22]=[CH2:23])[O:4]1, predict the reactants needed to synthesize it. The reactants are: C[O:2][C@:3]1([C@@H:24]2[CH2:28][S:27][C:26](=[O:29])[N:25]2CC2C=CC(OC)=CC=2)[CH2:8][C@H:7]([O:9][C:10](=[O:18])/[CH:11]=[C:12](/[CH3:17])\[CH2:13][CH2:14][CH:15]=[CH2:16])[CH2:6][C@@H:5]([CH2:19][CH2:20][CH2:21][CH:22]=[CH2:23])[O:4]1.CO[C@]1([C@@H]2CSC(=O)N2CC2C=CC(OC)=CC=2)C[C@H]2C[C@@H](CCCC=CCCC(C)=CC(=O)O2)O1. (6) Given the product [CH2:16]([O:15][CH2:14][CH2:13][N:10]1[CH2:11][CH2:12][CH:7]([CH2:6][CH2:5][CH2:4][C:3]([NH2:24])=[O:2])[CH2:8][CH2:9]1)[C:17]1[CH:22]=[CH:21][CH:20]=[CH:19][CH:18]=1, predict the reactants needed to synthesize it. The reactants are: C[O:2][C:3](=O)[CH2:4][CH2:5][CH2:6][CH:7]1[CH2:12][CH2:11][N:10]([CH2:13][CH2:14][O:15][CH2:16][C:17]2[CH:22]=[CH:21][CH:20]=[CH:19][CH:18]=2)[CH2:9][CH2:8]1.[NH3:24]. (7) The reactants are: [Cl:1][C:2]1[CH:7]=[CH:6][C:5]([C:8]2[C:16]3[S:15][CH:14]=[N:13][C:12]=3[CH:11]=[C:10]([CH3:17])[C:9]=2[C@H:18]([OH:21])[CH2:19][OH:20])=[CH:4][CH:3]=1.ClCCl.[CH3:25][C:26]([CH3:31])([CH3:30])[C:27](Cl)=[O:28]. Given the product [C:27]([O:20][CH2:19][C@H:18]([C:9]1[C:10]([CH3:17])=[CH:11][C:12]2[N:13]=[CH:14][S:15][C:16]=2[C:8]=1[C:5]1[CH:4]=[CH:3][C:2]([Cl:1])=[CH:7][CH:6]=1)[OH:21])(=[O:28])[C:26]([CH3:31])([CH3:30])[CH3:25], predict the reactants needed to synthesize it.